From a dataset of Forward reaction prediction with 1.9M reactions from USPTO patents (1976-2016). Predict the product of the given reaction. (1) The product is: [NH2:1][C:2]1[C:7]([F:8])=[C:6]([C:9]([CH3:11])([CH3:10])[CH3:12])[N:5]=[C:4]([CH:13]=[O:14])[C:3]=1[Cl:15]. Given the reactants [NH2:1][C:2]1[C:7]([F:8])=[C:6]([C:9]([CH3:12])([CH3:11])[CH3:10])[N:5]=[C:4]([CH:13]=[O:14])[CH:3]=1.[Cl:15]N1C(C)(C)C(=O)N(Cl)C1=O, predict the reaction product. (2) The product is: [CH:1]1([C@H:5]([NH:7][C:8]2[N:16]=[C:15]([C:17]3[NH:38][N:37]=[N:36][N:18]=3)[N:14]=[C:13]3[C:9]=2[N:10]([CH2:28][C@H:29]2[CH2:30][CH2:31][C@H:32]([CH3:35])[CH2:33][CH2:34]2)[C:11]([C:19]2[CH:24]=[C:23]([CH:25]([CH3:27])[CH3:26])[CH:22]=[CH:21][N:20]=2)=[N:12]3)[CH3:6])[CH2:2][CH2:3][CH2:4]1. Given the reactants [CH:1]1([C@H:5]([NH:7][C:8]2[N:16]=[C:15]([C:17]#[N:18])[N:14]=[C:13]3[C:9]=2[N:10]([CH2:28][C@H:29]2[CH2:34][CH2:33][C@H:32]([CH3:35])[CH2:31][CH2:30]2)[C:11]([C:19]2[CH:24]=[C:23]([CH:25]([CH3:27])[CH3:26])[CH:22]=[CH:21][N:20]=2)=[N:12]3)[CH3:6])[CH2:4][CH2:3][CH2:2]1.[N-:36]=[N+:37]=[N-:38].[Na+].[Cl-].[NH4+], predict the reaction product. (3) Given the reactants [NH:1]1[C:5]2[CH:6]=[CH:7][C:8]([CH2:10][NH:11][C:12]3[N:17]=[C:16]([NH:18][C:19]4[CH:23]=[C:22]([C@@H:24]5[CH2:26][C@H:25]5[C:27]5[CH:32]=[CH:31][CH:30]=[CH:29][CH:28]=5)[NH:21][N:20]=4)[CH:15]=[CH:14][N:13]=3)=[CH:9][C:4]=2[N:3]=[CH:2]1.O1CCCC[CH:34]1N1C2C=CC(CN)=CC=2N=C1, predict the reaction product. The product is: [NH:1]1[C:5]2[CH:6]=[CH:7][C:8]([C@@H:10]([NH:11][C:12]3[N:17]=[C:16]([NH:18][C:19]4[CH:23]=[C:22]([C@@H:24]5[CH2:26][C@H:25]5[C:27]5[CH:28]=[CH:29][CH:30]=[CH:31][CH:32]=5)[NH:21][N:20]=4)[CH:15]=[CH:14][N:13]=3)[CH3:34])=[CH:9][C:4]=2[N:3]=[CH:2]1. (4) The product is: [CH:1]1([N:7]2[CH2:13][C:12]([F:15])([F:14])[C:11](=[O:16])[N:10]([CH3:17])[C:9]3[CH:18]=[N:19][C:20]([NH:22][C:23]4[CH:31]=[CH:30][C:26]([C:27]([N:62]5[CH2:63][CH2:64][N:59]([CH3:58])[CH2:60][CH2:61]5)=[O:29])=[CH:25][C:24]=4[O:32][CH3:33])=[N:21][C:8]2=3)[CH2:2][CH2:3][CH2:4][CH2:5][CH2:6]1. Given the reactants [CH:1]1([N:7]2[CH2:13][C:12]([F:15])([F:14])[C:11](=[O:16])[N:10]([CH3:17])[C:9]3[CH:18]=[N:19][C:20]([NH:22][C:23]4[CH:31]=[CH:30][C:26]([C:27]([OH:29])=O)=[CH:25][C:24]=4[O:32][CH3:33])=[N:21][C:8]2=3)[CH2:6][CH2:5][CH2:4][CH2:3][CH2:2]1.CN(C(ON1N=NC2C=CC=NC1=2)=[N+](C)C)C.F[P-](F)(F)(F)(F)F.[CH3:58][N:59]1[CH2:64][CH2:63][NH:62][CH2:61][CH2:60]1, predict the reaction product. (5) Given the reactants [Cl:1][C:2]1[CH:3]=[CH:4][C:5]2[O:10][CH2:9][C:8](=[O:11])[N:7]([CH2:12][CH2:13][N:14]3[CH2:19][CH2:18][CH:17]([NH:20]C(=O)OC(C)(C)C)[CH2:16][CH2:15]3)[C:6]=2[CH:28]=1.NC1CCN(CCN2C3C(=CC=C(C#N)C=3)C=CC2=O)CC1, predict the reaction product. The product is: [NH2:20][CH:17]1[CH2:16][CH2:15][N:14]([CH2:13][CH2:12][N:7]2[C:6]3[CH:28]=[C:2]([Cl:1])[CH:3]=[CH:4][C:5]=3[O:10][CH2:9][C:8]2=[O:11])[CH2:19][CH2:18]1. (6) Given the reactants Br[C:2]1[CH:7]=[CH:6][C:5]([S:8]([N:11]2[CH2:28][CH2:27][C:14]3([O:19][CH2:18][C:17](=[O:20])[N:16]([CH2:21][C:22]4[O:23][CH:24]=[CH:25][CH:26]=4)[CH2:15]3)[CH2:13][CH2:12]2)(=[O:10])=[O:9])=[CH:4][CH:3]=1.CC1(C)C(C)(C)OB([C:37]2[CH:46]=[C:45]3[C:40]([CH:41]=[CH:42][CH:43]=[N:44]3)=[CH:39][CH:38]=2)O1.C(=O)([O-])[O-].[K+].[K+], predict the reaction product. The product is: [O:23]1[CH:24]=[CH:25][CH:26]=[C:22]1[CH2:21][N:16]1[CH2:15][C:14]2([CH2:27][CH2:28][N:11]([S:8]([C:5]3[CH:6]=[CH:7][C:2]([C:37]4[CH:46]=[C:45]5[C:40]([CH:41]=[CH:42][CH:43]=[N:44]5)=[CH:39][CH:38]=4)=[CH:3][CH:4]=3)(=[O:10])=[O:9])[CH2:12][CH2:13]2)[O:19][CH2:18][C:17]1=[O:20]. (7) Given the reactants Cl.C(OC([N:9]1[CH2:14][CH2:13][N:12]([CH2:15][C:16]2[N:20]3[CH:21]=[C:22]([O:25][C@@H:26]4[C:35]5[C:30](=[CH:31][CH:32]=[CH:33][CH:34]=5)[C@H:29]([NH:36][C:37]([NH:39][C:40]5[N:41]([C:49]6[CH:54]=[CH:53][C:52]([CH3:55])=[CH:51][CH:50]=6)[N:42]=[C:43]([C:45]([CH3:48])([CH3:47])[CH3:46])[CH:44]=5)=[O:38])[CH2:28][CH2:27]4)[CH:23]=[CH:24][C:19]3=[N:18][N:17]=2)[CH2:11][CH2:10]1)=O)(C)(C)C, predict the reaction product. The product is: [C:45]([C:43]1[CH:44]=[C:40]([NH:39][C:37]([NH:36][C@@H:29]2[C:30]3[C:35](=[CH:34][CH:33]=[CH:32][CH:31]=3)[C@H:26]([O:25][C:22]3[CH:23]=[CH:24][C:19]4[N:20]([C:16]([CH2:15][N:12]5[CH2:11][CH2:10][NH:9][CH2:14][CH2:13]5)=[N:17][N:18]=4)[CH:21]=3)[CH2:27][CH2:28]2)=[O:38])[N:41]([C:49]2[CH:50]=[CH:51][C:52]([CH3:55])=[CH:53][CH:54]=2)[N:42]=1)([CH3:48])([CH3:46])[CH3:47].